Dataset: Full USPTO retrosynthesis dataset with 1.9M reactions from patents (1976-2016). Task: Predict the reactants needed to synthesize the given product. (1) Given the product [C:35]([O:34][C:32]([CH:30]1[CH2:31][N:28]([CH2:27][C:26]2[CH:39]=[CH:40][C:23]([C:21]3[N:22]=[C:2]([C:4]4[O:8][N:7]=[C:6]([C:9]5[CH:14]=[CH:13][CH:12]=[CH:11][CH:10]=5)[C:5]=4[C:15]([O:17][CH3:18])=[O:16])[O:3][N:20]=3)=[CH:24][CH:25]=2)[CH2:29]1)=[O:33])([CH3:38])([CH3:36])[CH3:37], predict the reactants needed to synthesize it. The reactants are: F[C:2]([C:4]1[O:8][N:7]=[C:6]([C:9]2[CH:14]=[CH:13][CH:12]=[CH:11][CH:10]=2)[C:5]=1[C:15]([O:17][CH3:18])=[O:16])=[O:3].O/[N:20]=[C:21](/[C:23]1[CH:40]=[CH:39][C:26]([CH2:27][N:28]2[CH2:31][CH:30]([C:32]([O:34][C:35]([CH3:38])([CH3:37])[CH3:36])=[O:33])[CH2:29]2)=[CH:25][CH:24]=1)\[NH2:22].C(N(C(C)C)CC)(C)C. (2) The reactants are: C([N-]C(C)C)(C)C.[Li+].[O:9]1[CH2:14][CH2:13][CH:12]([C:15]([O:17][CH3:18])=[O:16])[CH2:11][CH2:10]1.CN(C)P(N(C)C)(N(C)C)=O.[Cl:30][C:31]#[C:32]Cl. Given the product [CH3:18][O:17][C:15]([C:12]1([C:32]#[C:31][Cl:30])[CH2:13][CH2:14][O:9][CH2:10][CH2:11]1)=[O:16], predict the reactants needed to synthesize it. (3) The reactants are: Br[C:2]1[CH:3]=[N:4][CH:5]=[CH:6][CH:7]=1.[Li]CCCC.[Li][C:14]1[CH:15]=[N:16][CH:17]=[CH:18][CH:19]=1.C([O:22][C:23]([C:25]1N2C=CC=CC2=[C:27]([C:34]([NH:36][C:37]23[CH2:46][CH:41]4[CH2:42][CH:43]([CH2:45][CH:39]([CH2:40]4)[CH2:38]2)[CH2:44]3)=[O:35])[N:26]=1)=O)C. Given the product [C:37]12([NH:36][C:34]([C:27]3[N:26]=[C:25]([C:23]([C:14]4[CH:15]=[N:16][CH:17]=[CH:18][CH:19]=4)=[O:22])[N:4]4[CH:5]=[CH:6][CH:7]=[CH:2][C:3]=34)=[O:35])[CH2:44][CH:43]3[CH2:42][CH:41]([CH2:40][CH:39]([CH2:45]3)[CH2:38]1)[CH2:46]2, predict the reactants needed to synthesize it. (4) Given the product [Br:1][C:2]1[C:13]2[C:5](=[CH:6][C:7]([C:16]3[CH:21]=[CH:20][CH:19]=[CH:18][C:17]=3[Cl:22])=[C:8]3[C:12]=2[C:11](=[O:14])[NH:10][C:9]3=[O:15])[N:4]([CH2:23][CH2:24][CH2:25][N:31]2[CH2:32][CH2:33][N:28]([CH3:27])[CH2:29][CH2:30]2)[CH:3]=1, predict the reactants needed to synthesize it. The reactants are: [Br:1][C:2]1[C:13]2[C:5](=[CH:6][C:7]([C:16]3[CH:21]=[CH:20][CH:19]=[CH:18][C:17]=3[Cl:22])=[C:8]3[C:12]=2[C:11](=[O:14])[NH:10][C:9]3=[O:15])[N:4]([CH2:23][CH2:24][CH2:25]O)[CH:3]=1.[CH3:27][N:28]1[CH2:33][CH2:32][NH:31][CH2:30][CH2:29]1. (5) Given the product [CH3:1][C:2]([NH:6][C:11](=[O:12])[C:10]1[CH:14]=[C:15]([F:21])[C:16]([O:17][CH2:18][C:19]#[CH:20])=[C:8]([F:7])[CH:9]=1)([CH3:5])[C:3]#[CH:4], predict the reactants needed to synthesize it. The reactants are: [CH3:1][C:2]([NH2:6])([CH3:5])[C:3]#[CH:4].[F:7][C:8]1[CH:9]=[C:10]([CH:14]=[C:15]([F:21])[C:16]=1[O:17][CH2:18][C:19]#[CH:20])[C:11](Cl)=[O:12]. (6) The reactants are: [CH3:1][S:2]([CH3:5])(=O)=[O:3].F[B-](F)(F)F.BrC1C=CC([N+]#N)=CC=1.C(N(CC)C(C)C)(C)C.[Br:29][C:30]1[CH:35]=[CH:34][C:33]([N:36]2[CH2:41][CH2:40][CH:39]([CH2:42][NH2:43])[CH2:38][CH2:37]2)=[CH:32][CH:31]=1.FC(F)(F)C(O)=O. Given the product [Br:29][C:30]1[CH:35]=[CH:34][C:33]([N:36]2[CH2:37][CH2:38][CH:39]([CH2:42][N:43]=[S:2]([CH3:5])([CH3:1])=[O:3])[CH2:40][CH2:41]2)=[CH:32][CH:31]=1, predict the reactants needed to synthesize it. (7) Given the product [OH:14][CH2:13][C:12]([CH3:15])([CH3:16])[CH2:11][CH2:10][CH2:9][CH2:8][C:7](=[O:17])[CH2:6][CH2:5][CH2:4][CH2:3][CH2:19][C:24]([CH3:28])([CH3:23])[CH2:25][OH:20], predict the reactants needed to synthesize it. The reactants are: OC[C:3]([CH3:19])(C)[CH2:4][CH2:5][CH2:6][C:7](=[O:17])[CH2:8][CH2:9][CH2:10][CH2:11][C:12]([CH3:16])([CH3:15])[CH2:13][OH:14].[O:20]1[CH2:25][CH2:24][CH2:23]CC1.[H-].[Na+].[CH3:28]O.